Dataset: Catalyst prediction with 721,799 reactions and 888 catalyst types from USPTO. Task: Predict which catalyst facilitates the given reaction. (1) Reactant: CC([O-])(C)C.[K+].[C:7]([O:11][C:12]([N:14]1[CH2:19][CH2:18][CH:17]([CH2:20][CH2:21][O:22]S(C)(=O)=O)[CH2:16][CH2:15]1)=[O:13])([CH3:10])([CH3:9])[CH3:8].[O:27]1[C:35]2[CH:34]=[CH:33][N:32]=[CH:31][C:30]=2[CH:29]=[C:28]1[CH2:36]O. Product: [C:7]([O:11][C:12]([N:14]1[CH2:19][CH2:18][CH:17]([CH2:20][CH2:21][O:22][CH2:36][C:28]2[O:27][C:35]3[CH:34]=[CH:33][N:32]=[CH:31][C:30]=3[CH:29]=2)[CH2:16][CH2:15]1)=[O:13])([CH3:10])([CH3:9])[CH3:8]. The catalyst class is: 1. (2) Reactant: I[C:2]1[O:3][C:4]([C:7]([O:9][CH2:10][CH3:11])=[O:8])=[CH:5][N:6]=1.C([O-])([O-])=O.[K+].[K+].[CH3:18][N:19]1[C:23](B2OC(C)(C)C(C)(C)O2)=[CH:22][CH:21]=[N:20]1. Product: [CH3:18][N:19]1[C:23]([C:2]2[O:3][C:4]([C:7]([O:9][CH2:10][CH3:11])=[O:8])=[CH:5][N:6]=2)=[CH:22][CH:21]=[N:20]1. The catalyst class is: 760. (3) Reactant: [CH:1]1[C:5]2[C:6]([Cl:10])=[N:7][CH:8]=[N:9][C:4]=2[NH:3][CH:2]=1.[I:11]N1C(=O)CCC1=O. Product: [CH:2]1[NH:3][C:4]2[N:9]=[CH:8][N:7]=[C:6]([Cl:10])[C:5]=2[C:1]=1[I:11]. The catalyst class is: 2. (4) Reactant: Br[C:2]1[CH:10]=[C:9]2[C:5]([CH2:6][N:7]3[C:13]([C:14]4[C:15]([C:20]5[CH:25]=[CH:24][CH:23]=[CH:22][CH:21]=5)=[N:16][O:17][C:18]=4[CH3:19])=[N:12][N:11]=[C:8]32)=[CH:4][CH:3]=1.[B:26]1([B:26]2[O:31][CH2:30][C:29]([CH3:33])([CH3:32])[CH2:28][O:27]2)[O:31][CH2:30][C:29]([CH3:33])([CH3:32])[CH2:28][O:27]1.CC([O-])=O.[K+]. Product: [CH3:32][C:29]1([CH3:33])[CH2:30][O:31][B:26]([C:2]2[CH:10]=[C:9]3[C:5]([CH2:6][N:7]4[C:13]([C:14]5[C:15]([C:20]6[CH:25]=[CH:24][CH:23]=[CH:22][CH:21]=6)=[N:16][O:17][C:18]=5[CH3:19])=[N:12][N:11]=[C:8]43)=[CH:4][CH:3]=2)[O:27][CH2:28]1. The catalyst class is: 12. (5) Reactant: [F:1][C:2]1[CH:7]=[CH:6][C:5]([C:8]2[CH:9]=[CH:10][C:11]3[N:12]=[C:13]([NH:19][C@@H:20]([C:22]4[CH:27]=[CH:26][C:25]([S:28]([NH2:31])(=[O:30])=[O:29])=[CH:24][CH:23]=4)[CH3:21])[N:14]=[C:15]([OH:18])[C:16]=3[N:17]=2)=[CH:4][CH:3]=1.F[P-](F)(F)(F)(F)F.[N:39]1(O[P+](N(C)C)(N(C)C)N(C)C)[C:43]2[CH:44]=[CH:45][CH:46]=[CH:47][C:42]=2[N:41]=[N:40]1.CCN(C(C)C)C(C)C. Product: [N:39]1([O:18][C:15]2[C:16]3[N:17]=[C:8]([C:5]4[CH:4]=[CH:3][C:2]([F:1])=[CH:7][CH:6]=4)[CH:9]=[CH:10][C:11]=3[N:12]=[C:13]([NH:19][C@@H:20]([C:22]3[CH:27]=[CH:26][C:25]([S:28]([NH2:31])(=[O:29])=[O:30])=[CH:24][CH:23]=3)[CH3:21])[N:14]=2)[C:43]2[CH:44]=[CH:45][CH:46]=[CH:47][C:42]=2[N:41]=[N:40]1. The catalyst class is: 1. (6) Reactant: [CH2:1]([N:12]([CH2:17][C:18]([OH:20])=[O:19])[CH2:13][C:14]([OH:16])=[O:15])[CH2:2][N:3]([CH2:8][C:9]([OH:11])=[O:10])[CH2:4][C:5]([OH:7])=[O:6].[OH-].[K+:22].C(N(CC(O)=O)CC(O)=O)CN(CC(O)=O)CC(O)=O.[K].[K].[K]. Product: [CH2:2]([N:3]([CH2:8][C:9]([O-:11])=[O:10])[CH2:4][C:5]([OH:7])=[O:6])[CH2:1][N:12]([CH2:17][C:18]([O-:20])=[O:19])[CH2:13][C:14]([O-:16])=[O:15].[K+:22].[K+:22].[K+:22]. The catalyst class is: 6. (7) Product: [Cl:59][C:50]1[N:49]=[C:48]([CH2:40][C:39]([O:42][C:43]([CH3:46])([CH3:45])[CH3:44])=[O:41])[C:57]2[C:52]([CH:51]=1)=[CH:53][CH:54]=[C:55]([F:58])[CH:56]=2. The catalyst class is: 101. Reactant: [Li+].C[Si]([N-][Si](C)(C)C)(C)C.C1(P(C2CCCCC2)C2C=CC=CC=2C2C=CC=CC=2N(C)C)CCCCC1.[C:39]([O:42][C:43]([CH3:46])([CH3:45])[CH3:44])(=[O:41])[CH3:40].Cl[C:48]1[C:57]2[C:52](=[CH:53][CH:54]=[C:55]([F:58])[CH:56]=2)[CH:51]=[C:50]([Cl:59])[N:49]=1.